From a dataset of Forward reaction prediction with 1.9M reactions from USPTO patents (1976-2016). Predict the product of the given reaction. (1) Given the reactants [NH2:1][C@H:2]1[CH2:7][CH2:6][CH2:5][N:4]([CH2:8][C:9]2[C:30]([C:31]([F:34])([F:33])[F:32])=[CH:29][C:12]([C:13]([NH:15][CH2:16][C:17]3[CH:22]=[C:21]([Cl:23])[CH:20]=[CH:19][C:18]=3[S:24]([CH2:27][CH3:28])(=[O:26])=[O:25])=[O:14])=[CH:11][C:10]=2[Cl:35])[CH2:3]1.Br[CH2:37][CH2:38][CH2:39][NH:40][C:41](=[O:47])[O:42][C:43]([CH3:46])([CH3:45])[CH3:44], predict the reaction product. The product is: [Cl:35][C:10]1[CH:11]=[C:12]([C:13](=[O:14])[NH:15][CH2:16][C:17]2[CH:22]=[C:21]([Cl:23])[CH:20]=[CH:19][C:18]=2[S:24]([CH2:27][CH3:28])(=[O:26])=[O:25])[CH:29]=[C:30]([C:31]([F:34])([F:33])[F:32])[C:9]=1[CH2:8][N:4]1[CH2:5][CH2:6][CH2:7][C@H:2]([NH:1][CH2:37][CH2:38][CH2:39][NH:40][C:41](=[O:47])[O:42][C:43]([CH3:46])([CH3:45])[CH3:44])[CH2:3]1. (2) Given the reactants [N:1]([CH2:4][CH:5]1[O:10][C:9]2[C:11](Br)=[CH:12][CH:13]=[CH:14][C:8]=2[N:7]([CH3:16])[CH2:6]1)=[N+:2]=[N-:3].[C:17]1(B(O)O)[CH:22]=[CH:21][CH:20]=[CH:19][CH:18]=1, predict the reaction product. The product is: [N:1]([CH2:4][CH:5]1[O:10][C:9]2[C:11]([C:17]3[CH:22]=[CH:21][CH:20]=[CH:19][CH:18]=3)=[CH:12][CH:13]=[CH:14][C:8]=2[N:7]([CH3:16])[CH2:6]1)=[N+:2]=[N-:3]. (3) Given the reactants FC(F)(F)C(O)=O.[CH3:8][C@@H:9]([O:13][C:14]1[NH:15][C:16]([NH2:25])=[C:17]2[C:21]([N:22]=1)=[N:20][C:19]([O:23][CH3:24])=[N:18]2)[CH2:10][CH2:11][CH3:12].C(=O)([O-])[O-].[K+].[K+].Br[CH2:33][CH2:34][CH:35]1[CH2:40][CH2:39][O:38][C:37]([CH3:42])([CH3:41])[CH2:36]1, predict the reaction product. The product is: [CH3:41][C:37]1([CH3:42])[CH2:36][CH:35]([CH2:34][CH2:33][N:20]2[C:19]([O:23][CH3:24])=[N:18][C:17]3[C:21]2=[N:22][C:14]([O:13][C@H:9]([CH3:8])[CH2:10][CH2:11][CH3:12])=[N:15][C:16]=3[NH2:25])[CH2:40][CH2:39][O:38]1. (4) Given the reactants [Br:1][C:2]1[CH:3]=[CH:4][C:5]2[N:12]([CH2:13][CH2:14][CH3:15])[CH2:11][CH2:10][CH2:9][C:8]([C:16]([O:18]C)=[O:17])=[CH:7][C:6]=2[CH:20]=1.[OH-].[Na+].Cl, predict the reaction product. The product is: [Br:1][C:2]1[CH:3]=[CH:4][C:5]2[N:12]([CH2:13][CH2:14][CH3:15])[CH2:11][CH2:10][CH2:9][C:8]([C:16]([OH:18])=[O:17])=[CH:7][C:6]=2[CH:20]=1. (5) The product is: [NH2:1][C:2]1[N:11]=[C:10]([O:12][CH:13]([CH3:15])[CH3:14])[C:9]2[C:4](=[CH:5][CH:6]=[C:7]([C:24]3[CH:25]=[CH:26][C:21]([NH:20][C:17](=[O:19])[CH3:18])=[CH:22][CH:23]=3)[CH:8]=2)[N:3]=1. Given the reactants [NH2:1][C:2]1[N:11]=[C:10]([O:12][CH:13]([CH3:15])[CH3:14])[C:9]2[C:4](=[CH:5][CH:6]=[C:7](Br)[CH:8]=2)[N:3]=1.[C:17]([NH:20][C:21]1[CH:26]=[CH:25][C:24](B(O)O)=[CH:23][CH:22]=1)(=[O:19])[CH3:18].FC1C=CC(C2C=C3C(=CC=2)N=CN=C3O)=CC=1, predict the reaction product. (6) Given the reactants C([O:3][C:4](=[O:29])[CH2:5][CH:6]1[O:10][B:9]([OH:11])[C:8]2[CH:12]=[C:13]([O:17][CH2:18][CH2:19][CH2:20][NH:21][C:22]([O:24][C:25]([CH3:28])([CH3:27])[CH3:26])=[O:23])[CH:14]=[C:15]([CH3:16])[C:7]1=2)C.[Li+].[OH-].Cl, predict the reaction product. The product is: [C:25]([O:24][C:22]([NH:21][CH2:20][CH2:19][CH2:18][O:17][C:13]1[CH:14]=[C:15]([CH3:16])[C:7]2[CH:6]([CH2:5][C:4]([OH:29])=[O:3])[O:10][B:9]([OH:11])[C:8]=2[CH:12]=1)=[O:23])([CH3:27])([CH3:28])[CH3:26]. (7) Given the reactants [O:1]1[C:5]2[CH:6]=[CH:7][CH:8]=[CH:9][C:4]=2[CH:3]=[C:2]1[C:10]1[CH:15]=[CH:14][C:13](Br)=[CH:12][N:11]=1.BrC1C=CC(Br)=CN=1.O1C2C=CC=CC=2C=C1B(O)O.[C:37]1(B(O)O)[C:46]2[C:41](=[CH:42][CH:43]=[CH:44][CH:45]=2)[CH:40]=[CH:39][CH:38]=1, predict the reaction product. The product is: [O:1]1[C:5]2[CH:6]=[CH:7][CH:8]=[CH:9][C:4]=2[CH:3]=[C:2]1[C:10]1[CH:15]=[CH:14][C:13]([C:45]2[C:46]3[C:41](=[CH:40][CH:39]=[CH:38][CH:37]=3)[CH:42]=[CH:43][CH:44]=2)=[CH:12][N:11]=1. (8) Given the reactants [CH2:1]([O:3][C:4](=[O:26])[CH:5]([O:23][CH2:24][CH3:25])[CH2:6][C:7]1[CH:12]=[CH:11][C:10]([O:13][CH2:14][CH2:15][C:16]2[CH:21]=[CH:20][C:19]([OH:22])=[CH:18][CH:17]=2)=[CH:9][CH:8]=1)[CH3:2].[N+:27]([C:30]1[CH:35]=[CH:34][C:33]([S:36](Cl)(=[O:38])=[O:37])=[CH:32][CH:31]=1)([O-:29])=[O:28], predict the reaction product. The product is: [CH2:1]([O:3][C:4](=[O:26])[CH:5]([O:23][CH2:24][CH3:25])[CH2:6][C:7]1[CH:12]=[CH:11][C:10]([O:13][CH2:14][CH2:15][C:16]2[CH:17]=[CH:18][C:19]([O:22][S:36]([C:33]3[CH:32]=[CH:31][C:30]([N+:27]([O-:29])=[O:28])=[CH:35][CH:34]=3)(=[O:37])=[O:38])=[CH:20][CH:21]=2)=[CH:9][CH:8]=1)[CH3:2].